This data is from Full USPTO retrosynthesis dataset with 1.9M reactions from patents (1976-2016). The task is: Predict the reactants needed to synthesize the given product. (1) The reactants are: Cl[C:2]1[N:7]=[CH:6][C:5]([CH2:8][CH3:9])=[CH:4][N:3]=1.[CH3:10][C:11]1[C:15]([CH2:16][O:17][C:18]2[CH:23]=[CH:22][C:21]([S:24]([NH2:27])(=[O:26])=[O:25])=[CH:20][CH:19]=2)=[C:14]([CH3:28])[O:13][N:12]=1.C(=O)([O-])[O-].[Cs+].[Cs+]. Given the product [CH3:10][C:11]1[C:15]([CH2:16][O:17][C:18]2[CH:19]=[CH:20][C:21]([S:24]([NH:27][C:2]3[N:7]=[CH:6][C:5]([CH2:8][CH3:9])=[CH:4][N:3]=3)(=[O:26])=[O:25])=[CH:22][CH:23]=2)=[C:14]([CH3:28])[O:13][N:12]=1, predict the reactants needed to synthesize it. (2) The reactants are: O[CH2:2][C:3]1[CH:8]=[CH:7][C:6]([C:9]2[CH:10]=[CH:11][C:12]([O:15][CH2:16][CH3:17])=[N:13][CH:14]=2)=[CH:5][CH:4]=1.[BrH:18].C(OC(C)C)(C)C. Given the product [BrH:18].[Br:18][CH2:2][C:3]1[CH:8]=[CH:7][C:6]([C:9]2[CH:10]=[CH:11][C:12]([O:15][CH2:16][CH3:17])=[N:13][CH:14]=2)=[CH:5][CH:4]=1, predict the reactants needed to synthesize it. (3) Given the product [NH2:1][C:2]1[C:3]([C:9]([O:11][CH3:12])=[O:10])=[N:4][C:5]([C:21]2[CH:22]=[C:23]3[CH:29]=[CH:28][N:27]([Si:30]([CH:34]([CH3:36])[CH3:35])([CH:37]([CH3:39])[CH3:38])[CH:31]([CH3:32])[CH3:33])[C:24]3=[N:25][CH:26]=2)=[CH:6][CH:7]=1, predict the reactants needed to synthesize it. The reactants are: [NH2:1][C:2]1[C:3]([C:9]([O:11][CH3:12])=[O:10])=[N:4][C:5](Br)=[CH:6][CH:7]=1.CC1(C)C(C)(C)OB([C:21]2[CH:22]=[C:23]3[CH:29]=[CH:28][N:27]([Si:30]([CH:37]([CH3:39])[CH3:38])([CH:34]([CH3:36])[CH3:35])[CH:31]([CH3:33])[CH3:32])[C:24]3=[N:25][CH:26]=2)O1.C(=O)([O-])O.[Na+]. (4) Given the product [C:24]([O:23][C:21]([NH:2][CH:3]([C:10]([F:11])([F:12])[F:13])[CH2:4][C:5]([O:7][CH2:8][CH3:9])=[O:6])=[O:22])([CH3:27])([CH3:26])[CH3:25], predict the reactants needed to synthesize it. The reactants are: Cl.[NH2:2][CH:3]([C:10]([F:13])([F:12])[F:11])[CH2:4][C:5]([O:7][CH2:8][CH3:9])=[O:6].C(N(CC)CC)C.[C:21](O[C:21]([O:23][C:24]([CH3:27])([CH3:26])[CH3:25])=[O:22])([O:23][C:24]([CH3:27])([CH3:26])[CH3:25])=[O:22]. (5) Given the product [NH2:18][C:17]1[N:9]([CH2:8][C:5]2[CH:4]=[N:3][C:2]([CH3:1])=[CH:7][N:6]=2)[C:10](=[S:11])[NH:12][C:20](=[O:21])[CH:19]=1, predict the reactants needed to synthesize it. The reactants are: [CH3:1][C:2]1[N:3]=[CH:4][C:5]([CH2:8][NH:9][C:10]([NH2:12])=[S:11])=[N:6][CH:7]=1.[O-]CC.[Na+].[C:17]([CH2:19][C:20](OCC)=[O:21])#[N:18].Cl.